Dataset: Catalyst prediction with 721,799 reactions and 888 catalyst types from USPTO. Task: Predict which catalyst facilitates the given reaction. Reactant: [NH2:1][CH:2]([C:7]1[CH:12]=[CH:11][C:10]([F:13])=[CH:9][C:8]=1[F:14])[C:3]([O:5][CH3:6])=[O:4].[C:15](O[C:15]([O:17][C:18]([CH3:21])([CH3:20])[CH3:19])=[O:16])([O:17][C:18]([CH3:21])([CH3:20])[CH3:19])=[O:16]. Product: [CH3:6][O:5][C:3](=[O:4])[CH:2]([NH:1][C:15]([O:17][C:18]([CH3:21])([CH3:20])[CH3:19])=[O:16])[C:7]1[CH:12]=[CH:11][C:10]([F:13])=[CH:9][C:8]=1[F:14]. The catalyst class is: 2.